Dataset: Forward reaction prediction with 1.9M reactions from USPTO patents (1976-2016). Task: Predict the product of the given reaction. (1) Given the reactants [Br:1][C:2]1[CH:7]=[CH:6][C:5]([S:8]([CH3:11])(=[O:10])=[O:9])=[C:4](F)[CH:3]=1.CS(CCO)(=O)=[O:15].[H-].[Na+].Cl, predict the reaction product. The product is: [Br:1][C:2]1[CH:7]=[CH:6][C:5]([S:8]([CH3:11])(=[O:10])=[O:9])=[C:4]([OH:15])[CH:3]=1. (2) The product is: [C:1]1([N:7]2[C:11]3([CH2:12][CH2:13][N:14]([CH2:19][CH2:20][CH2:21][N:14]4[CH2:30][CH2:29][C:11]5([N:7]([C:1]6[CH:6]=[CH:5][CH:4]=[CH:3][CH:2]=6)[CH2:8][NH:9][C:23]5=[O:26])[CH2:12][CH2:13]4)[CH2:15][CH2:16]3)[C:10](=[O:17])[NH:9][CH2:8]2)[CH:2]=[CH:3][CH:4]=[CH:5][CH:6]=1. Given the reactants [C:1]1([N:7]2[C:11]3([CH2:16][CH2:15][NH:14][CH2:13][CH2:12]3)[C:10](=[O:17])[NH:9][CH2:8]2)[CH:6]=[CH:5][CH:4]=[CH:3][CH:2]=1.Cl[CH2:19][CH2:20][CH2:21]I.[C:23]([O-:26])([O-])=O.[K+].[K+].[CH2:29](O)[CH3:30], predict the reaction product. (3) Given the reactants [CH3:1][C:2]1([CH3:15])[C:10]2[C:5](=[CH:6][C:7]([N+:11]([O-])=O)=[CH:8][CH:9]=2)[NH:4][C:3]1=[O:14].[H][H], predict the reaction product. The product is: [NH2:11][C:7]1[CH:6]=[C:5]2[C:10]([C:2]([CH3:15])([CH3:1])[C:3](=[O:14])[NH:4]2)=[CH:9][CH:8]=1. (4) Given the reactants [C:1]([C:3]1[CH:8]=[CH:7][C:6]([NH:9][C:10]([C:12]([CH:21]2[CH2:26][CH2:25][N:24](C(OC(C)(C)C)=O)[CH2:23][CH2:22]2)([OH:20])[CH2:13][C:14]2[CH:19]=[CH:18][CH:17]=[CH:16][CH:15]=2)=[O:11])=[CH:5][C:4]=1[C:34]([F:37])([F:36])[F:35])#[N:2].FC(F)(F)C(O)=O.C(=O)([O-])[O-].[Na+].[Na+].C(=O)([O-])[O-].[K+].[K+], predict the reaction product. The product is: [C:1]([C:3]1[CH:8]=[CH:7][C:6]([NH:9][C:10](=[O:11])[C:12]([OH:20])([CH:21]2[CH2:22][CH2:23][NH:24][CH2:25][CH2:26]2)[CH2:13][C:14]2[CH:15]=[CH:16][CH:17]=[CH:18][CH:19]=2)=[CH:5][C:4]=1[C:34]([F:35])([F:37])[F:36])#[N:2]. (5) Given the reactants [Br:1][C:2]1[CH:3]=[CH:4][C:5]([F:11])=[C:6]([CH:10]=1)[C:7]([OH:9])=O.C(Cl)(=O)C(Cl)=O.C[Si]([N-][Si](C)(C)C)(C)C.[Li+].[O:28]1[C:32]2([CH2:37][CH2:36][C:35](=[O:38])[CH2:34][CH2:33]2)[O:31][CH2:30][CH2:29]1, predict the reaction product. The product is: [Br:1][C:2]1[CH:3]=[CH:4][C:5]([F:11])=[C:6]([CH:10]=1)[C:7]([CH:36]1[C:35](=[O:38])[CH2:34][CH2:33][C:32]2([O:28][CH2:29][CH2:30][O:31]2)[CH2:37]1)=[O:9]. (6) Given the reactants Br[CH2:2][C:3]1[C:13]2[CH2:12][CH2:11][N:10]([C:14]([O:16][C:17]([CH3:20])([CH3:19])[CH3:18])=[O:15])[CH2:9][CH2:8][C:7]=2[CH:6]=[CH:5][C:4]=1[Cl:21].[N:22]1[CH:27]=[CH:26][CH:25]=[C:24](B(O)O)[CH:23]=1.C(=O)([O-])[O-].[Na+].[Na+].C(O)C, predict the reaction product. The product is: [C:17]([O:16][C:14]([N:10]1[CH2:11][CH2:12][C:13]2[C:3]([CH2:2][C:24]3[CH:23]=[N:22][CH:27]=[CH:26][CH:25]=3)=[C:4]([Cl:21])[CH:5]=[CH:6][C:7]=2[CH2:8][CH2:9]1)=[O:15])([CH3:20])([CH3:19])[CH3:18]. (7) Given the reactants [CH2:1]([N:8]1[CH2:12][CH2:11][C@H:10]([OH:13])[CH2:9]1)[C:2]1[CH:7]=[CH:6][CH:5]=[CH:4][CH:3]=1.[OH-].[Na+].[CH3:16][S:17](Cl)(=[O:19])=[O:18], predict the reaction product. The product is: [CH2:1]([N:8]1[CH2:12][CH2:11][C@H:10]([O:13][S:17]([CH3:16])(=[O:19])=[O:18])[CH2:9]1)[C:2]1[CH:3]=[CH:4][CH:5]=[CH:6][CH:7]=1. (8) Given the reactants C(C1C=CC(C2C=C(C(F)(F)F)SC=2CO)=CC=1)C.OC1C(F)=CC(CCC(OCC)=O)=CC=1F.[CH2:36]([C:38]1[CH:43]=[CH:42][C:41]([C:44]2[CH:48]=[C:47]([C:49]([F:52])([F:51])[F:50])[S:46][C:45]=2[CH2:53][O:54][C:55]2[C:60]([F:61])=[CH:59][C:58]([CH2:62][CH2:63][C:64]([O:66]CC)=[O:65])=[CH:57][C:56]=2[F:69])=[CH:40][CH:39]=1)[CH3:37], predict the reaction product. The product is: [CH2:36]([C:38]1[CH:39]=[CH:40][C:41]([C:44]2[CH:48]=[C:47]([C:49]([F:51])([F:52])[F:50])[S:46][C:45]=2[CH2:53][O:54][C:55]2[C:60]([F:61])=[CH:59][C:58]([CH2:62][CH2:63][C:64]([OH:66])=[O:65])=[CH:57][C:56]=2[F:69])=[CH:42][CH:43]=1)[CH3:37]. (9) Given the reactants C1C2C(=CC=CC=2)C=CC=1CC([O:14][CH:15]([CH:19]1[O:23][N:22]=[C:21]([C:24]2[CH:29]=[CH:28][C:27]([C:30]3[CH:35]=[CH:34][C:33]([N:36]4[CH2:40][C@H:39]([CH2:41][N:42]5[CH:46]=[CH:45][N:44]=[N:43]5)[O:38][C:37]4=[O:47])=[CH:32][C:31]=3[F:48])=[CH:26][N:25]=2)[CH2:20]1)[CH:16]([CH3:18])[CH3:17])=O.C(=O)([O-])[O-].[K+].[K+], predict the reaction product. The product is: [F:48][C:31]1[CH:32]=[C:33]([N:36]2[CH2:40][C@H:39]([CH2:41][N:42]3[CH:46]=[CH:45][N:44]=[N:43]3)[O:38][C:37]2=[O:47])[CH:34]=[CH:35][C:30]=1[C:27]1[CH:26]=[N:25][C:24]([C:21]2[CH2:20][CH:19]([CH:15]([OH:14])[CH:16]([CH3:18])[CH3:17])[O:23][N:22]=2)=[CH:29][CH:28]=1. (10) Given the reactants CN(C)C(=O)C[NH:5][C@:6]12[CH2:40][CH2:39][C@@H:38]([C:41]([CH3:43])=[CH2:42])[C@@H:7]1[C@@H:8]1[C@@:21]([CH3:24])([CH2:22][CH2:23]2)[C@@:20]2([CH3:25])[C@@H:11]([C@:12]3([CH3:37])[C@@H:17]([CH2:18][CH2:19]2)[C:16]([CH3:27])([CH3:26])[C:15]([C:28]2[CH:36]=[CH:35][C:31]([C:32]([OH:34])=[O:33])=[CH:30][CH:29]=2)=[CH:14][CH2:13]3)[CH2:10][CH2:9]1.Cl[CH2:47][C:48]([N:50]([CH2:53][CH3:54])[CH2:51][CH3:52])=[O:49], predict the reaction product. The product is: [CH2:51]([N:50]([CH2:53][CH3:54])[C:48](=[O:49])[CH2:47][NH:5][C@:6]12[CH2:40][CH2:39][C@@H:38]([C:41]([CH3:43])=[CH2:42])[C@@H:7]1[C@@H:8]1[C@@:21]([CH3:24])([CH2:22][CH2:23]2)[C@@:20]2([CH3:25])[C@@H:11]([C@:12]3([CH3:37])[C@@H:17]([CH2:18][CH2:19]2)[C:16]([CH3:27])([CH3:26])[C:15]([C:28]2[CH:29]=[CH:30][C:31]([C:32]([OH:34])=[O:33])=[CH:35][CH:36]=2)=[CH:14][CH2:13]3)[CH2:10][CH2:9]1)[CH3:52].